Dataset: Full USPTO retrosynthesis dataset with 1.9M reactions from patents (1976-2016). Task: Predict the reactants needed to synthesize the given product. (1) Given the product [C:1]1([C:7]2[CH:8]=[CH:9][C:10]3[N:11]([CH:12]=2)[C:22](=[O:23])[CH:21]=[C:20]([C:17]2[CH:18]=[CH:19][N:14]=[CH:15][CH:16]=2)[N:13]=3)[CH:2]=[CH:3][CH:4]=[CH:5][CH:6]=1, predict the reactants needed to synthesize it. The reactants are: [C:1]1([C:7]2[CH:8]=[CH:9][C:10]([NH2:13])=[N:11][CH:12]=2)[CH:6]=[CH:5][CH:4]=[CH:3][CH:2]=1.[N:14]1[CH:19]=[CH:18][C:17]([C:20](=O)[CH2:21][C:22](OCC)=[O:23])=[CH:16][CH:15]=1.C([O-])(=O)C.[NH4+]. (2) Given the product [C:42]([O:41][C:39]([N:32]1[C:28]2=[N:29][CH:30]=[CH:31][C:26]([CH2:24][NH:15][C@H:16]([C@@H:20]([CH3:23])[CH2:21][CH3:22])[C:17]([OH:19])=[O:18])=[C:27]2[C:34]([C:35]([O:37][CH3:38])=[O:36])=[CH:33]1)=[O:40])([CH3:45])([CH3:44])[CH3:43], predict the reactants needed to synthesize it. The reactants are: C(O[BH-](OC(=O)C)OC(=O)C)(=O)C.[Na+].[NH2:15][C@H:16]([C@@H:20]([CH3:23])[CH2:21][CH3:22])[C:17]([OH:19])=[O:18].[CH:24]([C:26]1[CH:31]=[CH:30][N:29]=[C:28]2[N:32]([C:39]([O:41][C:42]([CH3:45])([CH3:44])[CH3:43])=[O:40])[CH:33]=[C:34]([C:35]([O:37][CH3:38])=[O:36])[C:27]=12)=O. (3) Given the product [Br:1][C:2]1[C:3]([NH:17][C@H:18]([CH:21]([CH3:23])[CH3:22])[CH2:19][OH:20])=[N:4][C:5]([NH:8][C:9]2[NH:13][C:12]([S:14]([CH3:16])(=[O:24])=[O:15])=[N:11][N:10]=2)=[N:6][CH:7]=1, predict the reactants needed to synthesize it. The reactants are: [Br:1][C:2]1[C:3]([NH:17][C@H:18]([CH:21]([CH3:23])[CH3:22])[CH2:19][OH:20])=[N:4][C:5]([NH:8][C:9]2[NH:13][C:12]([S:14]([CH3:16])=[O:15])=[N:11][N:10]=2)=[N:6][CH:7]=1.[OH:24]OS([O-])=O.[K+]. (4) Given the product [CH:29]1([N:15]2[CH2:16][C@@H:17]([NH:22][C:23](=[O:28])[C:24]([F:25])([F:27])[F:26])[C:18](=[O:19])[NH:8][C:9]3[CH:14]=[CH:13][CH:12]=[CH:11][C:10]2=3)[CH2:30][CH2:31][CH2:32][CH2:33][CH2:34]1, predict the reactants needed to synthesize it. The reactants are: C(OC([NH:8][C:9]1[CH:14]=[CH:13][CH:12]=[CH:11][C:10]=1[N:15]([CH:29]1[CH2:34][CH2:33][CH2:32][CH2:31][CH2:30]1)[CH2:16][C@@H:17]([NH:22][C:23](=[O:28])[C:24]([F:27])([F:26])[F:25])[C:18](OC)=[O:19])=O)(C)(C)C.Cl. (5) Given the product [CH3:12][C:11]1([C:8]2[CH:9]=[CH:10][C:5]([O:4][CH:2]([CH3:3])[CH3:1])=[CH:6][CH:7]=2)[NH:21][C:17](=[O:18])[NH:15][C:14]1=[O:25], predict the reactants needed to synthesize it. The reactants are: [CH3:1][CH:2]([O:4][C:5]1[CH:10]=[CH:9][C:8]([C:11](=O)[CH3:12])=[CH:7][CH:6]=1)[CH3:3].[C-:14]#[N:15].[Na+].[C:17](=O)([O-])[O-:18].[NH4+:21].[NH4+].C([OH:25])C. (6) Given the product [CH3:1][CH:2]1[CH2:3][CH:4]2[CH:5]([O:26]2)[CH2:6][N:7]1[C:8]([O:10][CH2:11][C:12]1[CH:13]=[CH:14][CH:15]=[CH:16][CH:17]=1)=[O:9], predict the reactants needed to synthesize it. The reactants are: [CH3:1][CH:2]1[N:7]([C:8]([O:10][CH2:11][C:12]2[CH:17]=[CH:16][CH:15]=[CH:14][CH:13]=2)=[O:9])[CH2:6][CH:5]=[CH:4][CH2:3]1.C1C=C(Cl)C=C(C(OO)=[O:26])C=1. (7) The reactants are: FC1C=C(CC(N[C@H](C(O)=O)C(C)C)=O)C=C(F)C=1.[F:20][C:21]1[CH:22]=[C:23]([CH2:28][C:29]([NH:31][C@H:32]([C:37]([O:39]C)=[O:38])[CH2:33][CH2:34][S:35][CH3:36])=[O:30])[CH:24]=[C:25]([F:27])[CH:26]=1. Given the product [F:20][C:21]1[CH:22]=[C:23]([CH2:28][C:29]([NH:31][C@H:32]([C:37]([OH:39])=[O:38])[CH2:33][CH2:34][S:35][CH3:36])=[O:30])[CH:24]=[C:25]([F:27])[CH:26]=1, predict the reactants needed to synthesize it. (8) Given the product [CH3:1][C:2]1[CH:7]=[C:6]([CH3:8])[CH:5]=[C:4]([CH3:9])[C:3]=1[N:10]=[C:11]=[N:13][C:14]1[C:19]([CH3:20])=[CH:18][C:17]([CH3:21])=[CH:16][C:15]=1[CH3:22], predict the reactants needed to synthesize it. The reactants are: [CH3:1][C:2]1[CH:7]=[C:6]([CH3:8])[CH:5]=[C:4]([CH3:9])[C:3]=1[NH:10][C:11]([NH:13][C:14]1[C:19]([CH3:20])=[CH:18][C:17]([CH3:21])=[CH:16][C:15]=1[CH3:22])=O.C1C=CC(P(C2C=CC=CC=2)C2C=CC=CC=2)=CC=1.BrBr.CCN(CC)CC.NC(N)=O. (9) Given the product [ClH:46].[C:31]([N:34]1[CH2:39][CH2:38][CH:37]([C:40]([N:42]([C:47]2[CH:52]=[CH:51][CH:50]=[C:49]([Cl:53])[CH:48]=2)[CH2:43][CH2:44][CH2:6][N:8]2[CH2:9][CH2:10][CH:11]([S:14][C:15]3[S:16][C:17]4[CH:23]=[CH:22][CH:21]=[CH:20][C:18]=4[N:19]=3)[CH2:12][CH2:13]2)=[O:41])[CH2:36][CH2:35]1)(=[O:33])[CH3:32], predict the reactants needed to synthesize it. The reactants are: C(O[C:6]([N:8]1[CH2:13][CH2:12][CH:11]([S:14][C:15]2[S:16][C:17]3[CH:23]=[CH:22][CH:21]=[CH:20][C:18]=3[N:19]=2)[CH2:10][CH2:9]1)=O)(C)(C)C.FC(F)(F)C(O)=O.[C:31]([N:34]1[CH2:39][CH2:38][CH:37]([C:40]([N:42]([C:47]2[CH:52]=[CH:51][CH:50]=[C:49]([Cl:53])[CH:48]=2)[CH2:43][CH2:44]C[Cl:46])=[O:41])[CH2:36][CH2:35]1)(=[O:33])[CH3:32].C(=O)([O-])[O-].[K+].[K+].[I-].[K+]. (10) The reactants are: [CH:1]([O:4][C:5]1[CH:13]=[CH:12][C:8]([C:9]([NH2:11])=[O:10])=[CH:7][C:6]=1[N+:14]([O-])=O)([CH3:3])C.C([N:25]=[C:26]=[S:27])(=O)C1C=CC=CC=1.O. Given the product [CH2:1]([O:4][C:5]1[CH:13]=[CH:12][C:8]([C:9]([NH2:11])=[O:10])=[CH:7][C:6]=1[NH:14][C:26]([NH2:25])=[S:27])[CH3:3], predict the reactants needed to synthesize it.